From a dataset of Full USPTO retrosynthesis dataset with 1.9M reactions from patents (1976-2016). Predict the reactants needed to synthesize the given product. (1) Given the product [C:19]([C:22]1[CH:23]=[CH:24][C:25]([N:28]2[C:8]([CH:7]([C:1]3[CH:2]=[CH:3][CH:4]=[CH:5][CH:6]=3)[C:13]3[CH:14]=[CH:15][CH:16]=[CH:17][CH:18]=3)=[N:31][NH:30][C:29]2=[S:32])=[CH:26][CH:27]=1)([OH:21])=[O:20], predict the reactants needed to synthesize it. The reactants are: [C:1]1([CH:7]([C:13]2[CH:18]=[CH:17][CH:16]=[CH:15][CH:14]=2)[C:8](OCC)=O)[CH:6]=[CH:5][CH:4]=[CH:3][CH:2]=1.[C:19]([C:22]1[CH:27]=[CH:26][C:25]([NH:28][C:29](=[S:32])[NH:30][NH2:31])=[CH:24][CH:23]=1)([OH:21])=[O:20].C[O-].[Na+]. (2) Given the product [F:1][CH:2]([F:17])[C:3]1[NH:18][N:19]=[C:5]([C:7]2[CH:12]=[CH:11][C:10]([O:13][CH3:14])=[C:9]([CH3:15])[CH:8]=2)[CH:4]=1, predict the reactants needed to synthesize it. The reactants are: [F:1][CH:2]([F:17])[C:3](=O)[CH2:4][C:5]([C:7]1[CH:12]=[CH:11][C:10]([O:13][CH3:14])=[C:9]([CH3:15])[CH:8]=1)=O.[NH2:18][NH2:19].